This data is from Full USPTO retrosynthesis dataset with 1.9M reactions from patents (1976-2016). The task is: Predict the reactants needed to synthesize the given product. (1) Given the product [CH3:1][C:2]1[C:3]([CH2:21][S:22]([C:23]2[NH:24][C:25]3[CH:31]=[CH:30][CH:29]=[CH:28][C:26]=3[N:27]=2)=[O:40])=[N:4][CH:5]=[CH:6][C:7]=1[O:8][CH2:9][CH:10]1[CH2:15][O:14][C:13]2([CH2:16][CH2:17][O:18][CH2:19][CH2:20]2)[O:12][CH2:11]1, predict the reactants needed to synthesize it. The reactants are: [CH3:1][C:2]1[C:3]([CH2:21][S:22][C:23]2[NH:27][C:26]3[CH:28]=[CH:29][CH:30]=[CH:31][C:25]=3[N:24]=2)=[N:4][CH:5]=[CH:6][C:7]=1[O:8][CH2:9][CH:10]1[CH2:15][O:14][C:13]2([CH2:20][CH2:19][O:18][CH2:17][CH2:16]2)[O:12][CH2:11]1.ClC1C=CC=C(C(OO)=[O:40])C=1.C(=O)([O-])O.[Na+]. (2) The reactants are: [CH3:1][C:2]([Si:5]([CH3:26])([CH3:25])[O:6][CH2:7][C:8]1[CH:13]=[CH:12][C:11]([C:14]2[CH:19]=[C:18]([O:20][CH3:21])[CH:17]=[CH:16][C:15]=2[F:22])=[C:10]([CH2:23][OH:24])[CH:9]=1)([CH3:4])[CH3:3].C(Cl)Cl.C(O)(=O)C.C(O)(=O)C.IC1C=CC=CC=1.CC1(C)N([O])C(C)(C)CCC1. Given the product [CH3:4][C:2]([Si:5]([CH3:25])([CH3:26])[O:6][CH2:7][C:8]1[CH:9]=[C:10]([CH:23]=[O:24])[C:11]([C:14]2[CH:19]=[C:18]([O:20][CH3:21])[CH:17]=[CH:16][C:15]=2[F:22])=[CH:12][CH:13]=1)([CH3:1])[CH3:3], predict the reactants needed to synthesize it. (3) Given the product [F:37][C:2]([F:36])([F:1])[C:3]1[CH:8]=[C:7]([C:9]([F:12])([F:11])[F:10])[CH:6]=[CH:5][C:4]=1[C:13]1[C:17]([Br:45])=[C:16]([CH2:18][N:19]2[CH:24]=[C:23]3[N:25]=[C:26]([C:28]4[CH:33]=[CH:32][CH:31]=[C:30]([F:34])[C:29]=4[F:35])[N:27]=[C:22]3[CH:21]=[N:20]2)[O:15][N:14]=1, predict the reactants needed to synthesize it. The reactants are: [F:1][C:2]([F:37])([F:36])[C:3]1[CH:8]=[C:7]([C:9]([F:12])([F:11])[F:10])[CH:6]=[CH:5][C:4]=1[C:13]1[CH:17]=[C:16]([CH2:18][N:19]2[CH:24]=[C:23]3[N:25]=[C:26]([C:28]4[CH:33]=[CH:32][CH:31]=[C:30]([F:34])[C:29]=4[F:35])[N:27]=[C:22]3[CH:21]=[N:20]2)[O:15][N:14]=1.C1C(=O)N([Br:45])C(=O)C1. (4) Given the product [F:16][C:15]1[CH:14]=[C:13]([C:17]([OH:20])([CH3:18])[CH3:19])[CH:12]=[C:11]([F:21])[C:10]=1[C:4]1[S:3][C:2]([NH:1][C:23]2[CH:28]=[CH:27][CH:26]=[C:25]([CH2:29][O:30][CH:31]3[CH2:36][CH2:35][S:34](=[O:37])(=[O:38])[CH2:33][CH2:32]3)[N:24]=2)=[C:6]([C:7]([NH2:9])=[O:8])[CH:5]=1, predict the reactants needed to synthesize it. The reactants are: [NH2:1][C:2]1[S:3][C:4]([C:10]2[C:15]([F:16])=[CH:14][C:13]([C:17]([OH:20])([CH3:19])[CH3:18])=[CH:12][C:11]=2[F:21])=[CH:5][C:6]=1[C:7]([NH2:9])=[O:8].Br[C:23]1[CH:28]=[CH:27][CH:26]=[C:25]([CH2:29][O:30][CH:31]2[CH2:36][CH2:35][S:34](=[O:38])(=[O:37])[CH2:33][CH2:32]2)[N:24]=1. (5) Given the product [Br:20][CH2:2][CH2:3][CH2:4][CH2:5][CH2:6][CH2:7][CH2:8][CH2:9][CH2:10][CH2:11][CH2:12][CH2:13][CH2:14][CH2:15][CH2:16][C:17]([OH:19])=[O:18], predict the reactants needed to synthesize it. The reactants are: O[CH2:2][CH2:3][CH2:4][CH2:5][CH2:6][CH2:7][CH2:8][CH2:9][CH2:10][CH2:11][CH2:12][CH2:13][CH2:14][CH2:15][CH2:16][C:17]([OH:19])=[O:18].[BrH:20]. (6) Given the product [Cl:1][C:2]1[CH:7]=[CH:6][CH:5]=[CH:4][C:3]=1[CH:8]([N:18]([C:35]1[CH:43]=[C:39]([C:40]#[N:42])[CH:38]=[C:37]([C:44]#[N:46])[CH:36]=1)[C:19]([C@@H:21]1[CH2:25][CH2:24][C:23](=[O:26])[N:22]1[C:27]1[CH:32]=[C:31]([C:33]#[N:34])[CH:30]=[CH:29][N:28]=1)=[O:20])[C:9]([NH:11][CH:12]1[CH2:15][C:14]([F:16])([F:17])[CH2:13]1)=[O:10], predict the reactants needed to synthesize it. The reactants are: [Cl:1][C:2]1[CH:7]=[CH:6][CH:5]=[CH:4][C:3]=1[CH:8]([N:18]([C:35]1[CH:36]=[C:37]([C:44]([NH2:46])=O)[CH:38]=[C:39]([CH:43]=1)[C:40]([NH2:42])=O)[C:19]([C@@H:21]1[CH2:25][CH2:24][C:23](=[O:26])[N:22]1[C:27]1[CH:32]=[C:31]([C:33]#[N:34])[CH:30]=[CH:29][N:28]=1)=[O:20])[C:9]([NH:11][CH:12]1[CH2:15][C:14]([F:17])([F:16])[CH2:13]1)=[O:10].N1C=CC=CC=1.C(OC(C(F)(F)F)=O)(C(F)(F)F)=O. (7) Given the product [Cl:1][C:2]1[N:3]=[CH:4][C:5]([CH2:8][N:21]2[C:29]3[C:24](=[CH:25][CH:26]=[CH:27][CH:28]=3)[C:23]3([C:33]4=[CH:34][C:35]5[O:39][CH2:38][O:37][C:36]=5[CH:40]=[C:32]4[O:31][CH2:30]3)[C:22]2=[O:41])=[CH:6][CH:7]=1, predict the reactants needed to synthesize it. The reactants are: [Cl:1][C:2]1[CH:7]=[CH:6][C:5]([CH2:8]Cl)=[CH:4][N:3]=1.BrCC1OC(C(F)(F)F)=CC=1.[NH:21]1[C:29]2[C:24](=[CH:25][CH:26]=[CH:27][CH:28]=2)[C:23]2([C:33]3=[CH:34][C:35]4[O:39][CH2:38][O:37][C:36]=4[CH:40]=[C:32]3[O:31][CH2:30]2)[C:22]1=[O:41].CC1(C)COC2=CC3OCC4(C=3C=C12)C1C(=CC=CC=1)NC4=O.